From a dataset of Full USPTO retrosynthesis dataset with 1.9M reactions from patents (1976-2016). Predict the reactants needed to synthesize the given product. (1) Given the product [F:30][C:27]([F:28])([F:29])[C:24]1[CH:23]=[CH:22][C:21]([CH:20]([C:31]([O:33][CH2:34][CH3:35])=[O:32])[C:16]2[CH:15]=[C:14]([S:13][CH2:12][C:7]3[CH:8]=[CH:9][CH:10]=[CH:11][C:6]=3[C:5]([OH:36])=[O:4])[CH:19]=[CH:18][CH:17]=2)=[CH:26][CH:25]=1, predict the reactants needed to synthesize it. The reactants are: ClC(Cl)(Cl)C[O:4][C:5](=[O:36])[C:6]1[CH:11]=[CH:10][CH:9]=[CH:8][C:7]=1[CH2:12][S:13][C:14]1[CH:19]=[CH:18][CH:17]=[C:16]([CH:20]([C:31]([O:33][CH2:34][CH3:35])=[O:32])[C:21]2[CH:26]=[CH:25][C:24]([C:27]([F:30])([F:29])[F:28])=[CH:23][CH:22]=2)[CH:15]=1.CC(O)=O.C(Cl)Cl. (2) Given the product [Cl:1][C:2]1[C:3]([C:12]2[C:13]([F:21])=[CH:14][C:15]([Cl:20])=[C:16]([O:18][CH3:19])[C:17]=2[N+:27]([O-:29])=[O:28])=[N:4][N:5]([CH3:11])[C:6]=1[O:7][CH:8]([F:9])[F:10], predict the reactants needed to synthesize it. The reactants are: [Cl:1][C:2]1[C:3]([C:12]2[CH:17]=[C:16]([O:18][CH3:19])[C:15]([Cl:20])=[CH:14][C:13]=2[F:21])=[N:4][N:5]([CH3:11])[C:6]=1[O:7][CH:8]([F:10])[F:9].S(=O)(=O)(O)O.[N+:27]([O-])([OH:29])=[O:28]. (3) Given the product [Si:19]([O:9][CH2:8][C:4]1[CH:3]=[C:2]([NH2:1])[CH:7]=[N:6][CH:5]=1)([C:15]([CH3:18])([CH3:17])[CH3:16])([CH3:22])[CH3:21], predict the reactants needed to synthesize it. The reactants are: [NH2:1][C:2]1[CH:3]=[C:4]([CH2:8][OH:9])[CH:5]=[N:6][CH:7]=1.N1C=CN=C1.[C:15]([Si:19]([CH3:22])([CH3:21])Cl)([CH3:18])([CH3:17])[CH3:16]. (4) Given the product [ClH:44].[Cl:45][C:40]1[CH:39]=[C:38]([S:35]([N:22]2[CH:21]([CH2:20][C:19]([NH:18][CH2:17][C:16](=[O:47])[NH:15][CH2:14][CH:11]3[CH2:10][CH2:9][NH:8][CH2:13][CH2:12]3)=[O:46])[C:34]3[C:29](=[CH:30][CH:31]=[CH:32][CH:33]=3)[C:28]3[CH:27]=[CH:26][CH:25]=[CH:24][C:23]2=3)(=[O:37])=[O:36])[CH:43]=[CH:42][C:41]=1[Cl:44], predict the reactants needed to synthesize it. The reactants are: C(OC([N:8]1[CH2:13][CH2:12][CH:11]([CH2:14][NH:15][C:16](=[O:47])[CH2:17][NH:18][C:19](=[O:46])[CH2:20][CH:21]2[C:34]3[C:29](=[CH:30][CH:31]=[CH:32][CH:33]=3)[C:28]3[CH:27]=[CH:26][CH:25]=[CH:24][C:23]=3[N:22]2[S:35]([C:38]2[CH:43]=[CH:42][C:41]([Cl:44])=[C:40]([Cl:45])[CH:39]=2)(=[O:37])=[O:36])[CH2:10][CH2:9]1)=O)(C)(C)C. (5) Given the product [ClH:54].[NH2:45][CH2:44][C@H:41]1[CH2:42][CH2:43][C@H:38]([C:36]([NH:35][C@H:21]([C:22](=[O:34])[NH:23][C:24]2[CH:32]=[C:31]3[C:27]([C:28](=[O:33])[NH:29][NH:30]3)=[CH:26][CH:25]=2)[CH2:20][C:17]2[CH:16]=[CH:15][C:14]([C:11]3[CH:12]=[CH:13][C:8]([C:6]([NH:5][CH:1]4[CH2:2][CH2:3][CH2:4]4)=[O:7])=[CH:9][C:10]=3[CH3:53])=[CH:19][CH:18]=2)=[O:37])[CH2:39][CH2:40]1, predict the reactants needed to synthesize it. The reactants are: [CH:1]1([NH:5][C:6]([C:8]2[CH:13]=[CH:12][C:11]([C:14]3[CH:19]=[CH:18][C:17]([CH2:20][C@H:21]([NH:35][C:36]([C@H:38]4[CH2:43][CH2:42][C@H:41]([CH2:44][NH:45]C(=O)OC(C)(C)C)[CH2:40][CH2:39]4)=[O:37])[C:22](=[O:34])[NH:23][C:24]4[CH:32]=[C:31]5[C:27]([C:28](=[O:33])[NH:29][NH:30]5)=[CH:26][CH:25]=4)=[CH:16][CH:15]=3)=[C:10]([CH3:53])[CH:9]=2)=[O:7])[CH2:4][CH2:3][CH2:2]1.[ClH:54].